From a dataset of Full USPTO retrosynthesis dataset with 1.9M reactions from patents (1976-2016). Predict the reactants needed to synthesize the given product. (1) Given the product [C:1]1([CH2:7][CH2:8][CH2:9][CH:10]([NH:20][C:21]([CH:23]2[CH2:28][CH2:27][N:26]([CH2:29][CH2:32][C@@H:31]([OH:30])[CH2:33][O:34][C:35]3[CH:44]=[CH:43][CH:42]=[C:41]4[C:36]=3[CH:37]=[CH:38][CH:39]=[N:40]4)[CH2:25][CH2:24]2)=[O:22])[CH2:11][CH2:12][CH2:13][C:14]2[CH:15]=[CH:16][CH:17]=[CH:18][CH:19]=2)[CH:2]=[CH:3][CH:4]=[CH:5][CH:6]=1, predict the reactants needed to synthesize it. The reactants are: [C:1]1([CH2:7][CH2:8][CH2:9][CH:10]([NH:20][C:21]([CH:23]2[CH2:28][CH2:27][N:26]([CH3:29])[CH2:25][CH2:24]2)=[O:22])[CH2:11][CH2:12][CH2:13][C:14]2[CH:19]=[CH:18][CH:17]=[CH:16][CH:15]=2)[CH:6]=[CH:5][CH:4]=[CH:3][CH:2]=1.[O:30]1[CH2:32][C@@H:31]1[CH2:33][O:34][C:35]1[CH:44]=[CH:43][CH:42]=[C:41]2[C:36]=1[CH:37]=[CH:38][CH:39]=[N:40]2. (2) Given the product [Cl:24][C:21]1[CH:22]=[CH:23][C:18]([C:17]([N:16]([C@@H:12]([CH:13]([CH3:15])[CH3:14])[CH2:11][OH:10])[CH3:26])=[O:25])=[CH:19][CH:20]=1, predict the reactants needed to synthesize it. The reactants are: [OH-].[Na+].ClC1C=CC(C([O:10][CH2:11][C@@H:12]([N:16]([CH3:26])[C:17](=[O:25])[C:18]2[CH:23]=[CH:22][C:21]([Cl:24])=[CH:20][CH:19]=2)[CH:13]([CH3:15])[CH3:14])=O)=CC=1.O.C(O)(=O)C. (3) Given the product [OH:8][C@:6]1([C:15]2[S:14][CH:18]=[CH:17][N:16]=2)[CH2:5][CH2:4][C@H:3]([C:9]([O:11][CH3:12])=[O:10])[C:2]([CH3:13])([CH3:1])[CH2:7]1, predict the reactants needed to synthesize it. The reactants are: [CH3:1][C:2]1([CH3:13])[CH2:7][C:6](=[O:8])[CH2:5][CH2:4][C@@H:3]1[C:9]([O:11][CH3:12])=[O:10].[S:14]1[CH:18]=[CH:17][N:16]=[CH:15]1.B(F)(F)F.C([Li])CCC.[OH-].[Na+]. (4) Given the product [O:3]=[C:1]1[C:2]2[C:29](=[CH:28][CH:27]=[CH:32][CH:31]=2)[CH:5]([O:6][C:7](=[O:21])[C:8]([NH:19][NH2:20])([CH3:18])[CH2:9][C:10]2[CH:15]=[CH:14][C:13]([OH:16])=[C:12]([OH:17])[CH:11]=2)[O:4]1, predict the reactants needed to synthesize it. The reactants are: [C:1]([O:4][CH2:5][O:6][C:7](=[O:21])[C:8]([NH:19][NH2:20])([CH3:18])[CH2:9][C:10]1[CH:15]=[CH:14][C:13]([OH:16])=[C:12]([OH:17])[CH:11]=1)(=[O:3])[CH3:2].BrC1[C:32]2[C:27](=[CH:28][CH:29]=C[CH:31]=2)C(=O)O1. (5) The reactants are: C(N[C:5]1[CH:10]=[C:9]([O:11][C:12]2[C:17]([F:18])=[CH:16][C:15]([NH:19][C:20]([C:22]3([C:25]([NH:27][C:28]4[CH:33]=[CH:32][C:31]([F:34])=[CH:30][CH:29]=4)=[O:26])[CH2:24][CH2:23]3)=[O:21])=[C:14]([F:35])[CH:13]=2)[CH:8]=[CH:7][N:6]=1)(=O)C.[C:36](=[O:43])([O:38][C:39]([CH3:42])([CH3:41])[CH3:40])[NH2:37].CC1(C)C2C(=C(P(C3C=CC=CC=3)C3C=CC=CC=3)C=CC=2)OC2C(P(C3C=CC=CC=3)C3C=CC=CC=3)=CC=CC1=2.C(=O)([O-])[O-].[Cs+].[Cs+]. Given the product [F:18][C:17]1[CH:16]=[C:15]([NH:19][C:20]([C:22]2([C:25](=[O:26])[NH:27][C:28]3[CH:29]=[CH:30][C:31]([F:34])=[CH:32][CH:33]=3)[CH2:24][CH2:23]2)=[O:21])[C:14]([F:35])=[CH:13][C:12]=1[O:11][C:9]1[CH:10]=[CH:5][N:6]=[C:7]([NH:37][C:36](=[O:43])[O:38][C:39]([CH3:42])([CH3:41])[CH3:40])[CH:8]=1, predict the reactants needed to synthesize it. (6) Given the product [CH3:33][O:32][C:30]1[CH:31]=[C:26]([C:13]2[CH2:12][CH2:11][N:10]([CH3:9])[CH2:15][CH:14]=2)[CH:27]=[CH:28][C:29]=1[N+:34]([O-:36])=[O:35], predict the reactants needed to synthesize it. The reactants are: [O-]P([O-])([O-])=O.[K+].[K+].[K+].[CH3:9][N:10]1[CH2:15][CH:14]=[C:13](B2OC(C)(C)C(C)(C)O2)[CH2:12][CH2:11]1.Cl[C:26]1[CH:27]=[CH:28][C:29]([N+:34]([O-:36])=[O:35])=[C:30]([O:32][CH3:33])[CH:31]=1. (7) The reactants are: C([O:5][C:6](=[O:41])[CH2:7][CH2:8][NH:9][C:10]([CH3:40])([CH3:39])[C:11](=[O:38])[N:12]1[C:20]2[C:15](=[CH:16][C:17]([O:21][CH2:22][C:23]3[S:24][C:25]([C:34]([F:37])([F:36])[F:35])=[C:26]([C:28]4[CH:33]=[CH:32][CH:31]=[CH:30][CH:29]=4)[CH:27]=3)=[CH:18][CH:19]=2)[CH2:14][CH2:13]1)(C)(C)C. Given the product [CH3:40][C:10]([NH:9][CH2:8][CH2:7][C:6]([OH:41])=[O:5])([CH3:39])[C:11](=[O:38])[N:12]1[C:20]2[C:15](=[CH:16][C:17]([O:21][CH2:22][C:23]3[S:24][C:25]([C:34]([F:37])([F:36])[F:35])=[C:26]([C:28]4[CH:33]=[CH:32][CH:31]=[CH:30][CH:29]=4)[CH:27]=3)=[CH:18][CH:19]=2)[CH2:14][CH2:13]1, predict the reactants needed to synthesize it.